This data is from Forward reaction prediction with 1.9M reactions from USPTO patents (1976-2016). The task is: Predict the product of the given reaction. (1) Given the reactants [O:1]1[C:5]2[CH:6]=[CH:7][C:8]([CH2:10][N:11]([CH2:17][C:18]3[C:19](=[O:30])[NH:20][C:21]4[C:26]([CH:27]=3)=[CH:25][CH:24]=[C:23]([CH3:28])[C:22]=4[CH3:29])[C:12](NCC)=[O:13])=[CH:9][C:4]=2[O:3][CH2:2]1.[CH:31](N(CC)C(C)C)(C)[CH3:32].C(Cl)(=O)CC, predict the reaction product. The product is: [O:1]1[C:5]2[CH:6]=[CH:7][C:8]([CH2:10][N:11]([CH2:17][C:18]3[C:19](=[O:30])[NH:20][C:21]4[C:26]([CH:27]=3)=[CH:25][CH:24]=[C:23]([CH3:28])[C:22]=4[CH3:29])[C:12](=[O:13])[CH2:31][CH3:32])=[CH:9][C:4]=2[O:3][CH2:2]1. (2) Given the reactants [CH3:1][C:2]1[N:3]([CH2:15][CH2:16][CH2:17][CH2:18][OH:19])[C:4]2[C:13]3[CH:12]=[CH:11][CH:10]=[CH:9][C:8]=3[N:7]=[CH:6][C:5]=2[N:14]=1.ClCCl.[OH-].[Na+].[CH2:25](Br)[C:26]#[CH:27], predict the reaction product. The product is: [CH2:27]([O:19][CH2:18][CH2:17][CH2:16][CH2:15][N:3]1[C:4]2[C:13]3[CH:12]=[CH:11][CH:10]=[CH:9][C:8]=3[N:7]=[CH:6][C:5]=2[N:14]=[C:2]1[CH3:1])[C:26]#[CH:25]. (3) Given the reactants [C:1]([O:5][C:6](=[O:20])[C@H:7]([O:16][C:17](=[O:19])[CH3:18])[C@@H:8]([O:12][C:13](=[O:15])[CH3:14])[C:9]([OH:11])=O)([CH3:4])([CH3:3])[CH3:2].[C:21]([C:25]1[CH:34]=[CH:33][C:28]([NH:29][CH2:30][CH2:31][Cl:32])=[CH:27][CH:26]=1)([CH3:24])([CH3:23])[CH3:22].Cl.C(N=C=NCCCN(C)C)C.O, predict the reaction product. The product is: [C:17]([O:16][C@H:7]([C@@H:8]([O:12][C:13](=[O:15])[CH3:14])[C:9]([N:29]([CH2:30][CH2:31][Cl:32])[C:28]1[CH:27]=[CH:26][C:25]([C:21]([CH3:24])([CH3:22])[CH3:23])=[CH:34][CH:33]=1)=[O:11])[C:6]([O:5][C:1]([CH3:2])([CH3:3])[CH3:4])=[O:20])(=[O:19])[CH3:18]. (4) Given the reactants Cl[C:2]1[CH:7]=[N:6][C:5]([Cl:8])=[CH:4][N:3]=1.[OH:9][CH:10]1[CH2:15][CH2:14][NH:13][CH2:12][CH2:11]1, predict the reaction product. The product is: [Cl:8][C:5]1[N:6]=[CH:7][C:2]([N:13]2[CH2:14][CH2:15][CH:10]([OH:9])[CH2:11][CH2:12]2)=[N:3][CH:4]=1. (5) Given the reactants OC[C@@H](NC(C1C=NC(N2CCCC2)=C(OCCC)N=1)=O)CC(C)C.[CH3:26][O:27][CH2:28][CH2:29][O:30][C:31]1[N:36]=[C:35]([C:37]([OH:39])=O)[CH:34]=[N:33][C:32]=1[N:40]1[CH2:45][CH2:44][O:43][CH2:42][CH2:41]1.[CH3:46][O:47][C:48](=[O:55])[C:49]([NH2:54])([CH2:52][CH3:53])[CH2:50][CH3:51], predict the reaction product. The product is: [CH3:46][O:47][C:48](=[O:55])[C:49]([CH2:52][CH3:53])([NH:54][C:37]([C:35]1[CH:34]=[N:33][C:32]([N:40]2[CH2:45][CH2:44][O:43][CH2:42][CH2:41]2)=[C:31]([O:30][CH2:29][CH2:28][O:27][CH3:26])[N:36]=1)=[O:39])[CH2:50][CH3:51]. (6) Given the reactants CP(C)C.O1CCCC1.[CH2:10]([O:12][C:13]([C@:15]1([N:28]=[N+]=[N-])[C@@H:20]([OH:21])[CH2:19][C@@H:18]2[C@H:16]1[C@@:17]2([F:27])[C:22]([O:24][CH2:25][CH3:26])=[O:23])=[O:14])[CH3:11].C(=O)([O-])O.[Na+], predict the reaction product. The product is: [CH2:10]([O:12][C:13]([C@:15]1([NH2:28])[C@@H:20]([OH:21])[CH2:19][C@@H:18]2[C@H:16]1[C@@:17]2([F:27])[C:22]([O:24][CH2:25][CH3:26])=[O:23])=[O:14])[CH3:11]. (7) Given the reactants C[Si](C=[N+]=[N-])(C)C.[CH2:8]([O:15][C:16]1[CH:27]=[CH:26][C:19]2[CH2:20][CH2:21][CH2:22][CH2:23][C:24](=[O:25])[C:18]=2[CH:17]=1)[C:9]1[CH:14]=[CH:13][CH:12]=[CH:11][CH:10]=1.B(F)(F)F.[CH3:32]COCC, predict the reaction product. The product is: [C:24]1(=[O:25])[CH2:27][CH2:26][CH2:19][CH2:20][CH2:21][CH2:22][CH2:23]1.[CH2:8]([O:15][C:16]1[CH:27]=[CH:26][C:19]2[CH2:20][CH2:21][CH2:22][CH2:23][C:24](=[O:25])[CH2:32][C:18]=2[CH:17]=1)[C:9]1[CH:10]=[CH:11][CH:12]=[CH:13][CH:14]=1.